Dataset: Reaction yield outcomes from USPTO patents with 853,638 reactions. Task: Predict the reaction yield, written as a fraction of the theoretical maximum amount of product (1.0 means a 100% yield; for example, 0.34 means a 34% yield). (1) The reactants are [Li][CH2:2][CH2:3][CH2:4][CH3:5].C1([S:12]([N:15]2[CH:19]=[CH:18][C:17]([CH3:20])=[N:16]2)(=[O:14])=[O:13])C=CC=CC=1.Cl[C:22]([Cl:28])(Cl)[C:23](Cl)(Cl)Cl.[NH4+].[Cl-:30]. The catalyst is C1COCC1.O. The product is [Cl:30][C:19]1[N:15]([S:12]([C:23]2[CH:5]=[CH:4][CH:3]=[CH:2][C:22]=2[Cl:28])(=[O:13])=[O:14])[N:16]=[C:17]([CH3:20])[CH:18]=1. The yield is 0.840. (2) The reactants are C([O-])([O-])=O.[K+].[K+].[SH:7][C:8]1[CH:17]=[CH:16][C:11]([C:12]([O:14][CH3:15])=[O:13])=[CH:10][CH:9]=1.Br[CH2:19][CH:20]([CH3:22])[CH3:21]. The catalyst is CN(C=O)C. The product is [CH2:19]([S:7][C:8]1[CH:9]=[CH:10][C:11]([C:12]([O:14][CH3:15])=[O:13])=[CH:16][CH:17]=1)[CH:20]([CH3:22])[CH3:21]. The yield is 0.820.